This data is from Forward reaction prediction with 1.9M reactions from USPTO patents (1976-2016). The task is: Predict the product of the given reaction. The product is: [CH2:19]([O:25][C:26]1[CH:46]=[CH:45][CH:44]=[CH:43][C:27]=1[O:28][CH2:29][CH2:30][CH2:31][NH:32][C:33]1[C:42]2[C:37](=[CH:38][CH:39]=[CH:40][CH:41]=2)[N:36]=[CH:35][CH:34]=1)[CH2:20][CH2:21][CH2:22][CH2:23][CH3:24]. Given the reactants C(OC1C=CC=CC=1OCCCN)CCCCC.[CH2:19]([O:25][C:26]1[CH:46]=[CH:45][CH:44]=[CH:43][C:27]=1[O:28][CH2:29][CH2:30][CH2:31][NH:32][C:33]1[C:42]2[C:37](=[CH:38][CH:39]=[CH:40][CH:41]=2)[N:36]=[CH:35][CH:34]=1)[CH2:20][CH2:21][CH2:22][CH2:23][CH3:24].C(N(CCC)CCC)CC.ClC1C2C(=CC=CC=2)N=CC=1.C1C=C2C(C(O)(O)C(=O)C2=CC=1)=O, predict the reaction product.